Dataset: Forward reaction prediction with 1.9M reactions from USPTO patents (1976-2016). Task: Predict the product of the given reaction. Given the reactants [CH:1]1([CH:5]=O)[CH2:4][CH2:3][CH2:2]1.[CH3:7][C:8]([S@@:11]([NH2:13])=[O:12])([CH3:10])[CH3:9], predict the reaction product. The product is: [CH:1]1(/[CH:5]=[N:13]/[S@:11]([C:8]([CH3:10])([CH3:9])[CH3:7])=[O:12])[CH2:4][CH2:3][CH2:2]1.